From a dataset of Experimentally validated miRNA-target interactions with 360,000+ pairs, plus equal number of negative samples. Binary Classification. Given a miRNA mature sequence and a target amino acid sequence, predict their likelihood of interaction. (1) The miRNA is hsa-miR-518b with sequence CAAAGCGCUCCCCUUUAGAGGU. The protein sequence of the target gene is MKSSRDEAVGHHSISSFEVMLSALFIMLMVFSIGLIAVSWLAVKESEGDAALGKSHEVRGTFKITSGVTYNPNLQDKHSVDFKVLAFDLQQMIDEIFESSSLKNEYEKSKVFQFEKGSVIVLFDLFFAQWVSDKNVKEELIQGIEANISSQLVTLHIDLNSIDITASLSDFTTAVPVTTSDKLTTSSPMTTSASLGNLSTTVAATTSAPLCNLSTATFATTSGHVSIECQPGSRPCAHAWNCVATDLFCDGEVNCPDGSDEDTGLCATACDGRFLLTGDSGVFQADRYPRPDESGVVCRW.... Result: 0 (no interaction). (2) The miRNA is hsa-miR-3942-5p with sequence AAGCAAUACUGUUACCUGAAAU. The protein sequence of the target gene is MGSAEDAVKEKLLWNVKKEVKQIMEEAVTRKFVHEDSSHIIALCGAVEACLLHQLRRRAAGFLRSDKMAALFTKVGKTCPVAEDICHKVQELQQQAEGRKPSGGSQEALRKQGSTGGKAPALSPQALKHIWVRTALMEKVLDRVVQYLAENCSKYYEKEALLADPVFGPILACLLVGPCALEYTKLKTADHYWTDPSADELVQRHRIRGPPNRQDSPAKRPALGIRKRHSSGSASEDRLAACAREYVESLHQNSRTRLLYGKNNVLVQPKEDMEAVPGYLSLHQSAENLTLKWTPNQLMN.... Result: 0 (no interaction). (3) The miRNA is hsa-miR-6788-3p with sequence UUCGCCACUUCCCUCCCUGCAG. The protein sequence of the target gene is MDRDLLRQSLGCHGPALLSLLRSEQQDNPHFRSLLGTAAEPARGAAPPPGAGRKEKRVDNIEIQKFISKKADLLFALSWKSDASPPSEVHDDNDNLYAVMPPLEQFMEMPSMDRRELFFRDIERGDIVIGRISSIREFGFFMVLICLGSGIVRDISHLEITALCPLRDVPSHSNHGDPLSYYQTGDIIRAGIKDIDRYHEKLAVSLYSSSLPPHMAGIKLGVITSEELPMYYRRSVELNSNSLESYENIMQSSLGFVNPGVVEFLLEKLGIDESHPPSLMRGLQSKNFSEDDFASALRKK.... Result: 0 (no interaction). (4) The miRNA is mmu-miR-455-3p with sequence GCAGUCCACGGGCAUAUACAC. The protein sequence of the target gene is MLHSPHKQPQNHKCGANFLQEDCKKALAFKWLISAGHYQPPRPTESVSALTTVHAGIFKAASSIYNRGHKFYLEKKGGTMASNSLFSAVTPCQQSFFWDPSTSRRFSPPSSSLQPGKMSDVSPVVAAQQQQQQQQQQQQQQQQQQQQQQQQQQQQQEAAAAAAAAAAAAAAAAAAVPRLRPPHDNRTMVEIIADHPAELVRTDSPNFLCSVLPSHWRCNKTLPVAFKVVALGEVPDGTVVTVMAGNDENYSAELRNASAVMKNQVARFNDLRFVGRSGRGKSFTLTITVFTNPPQVATYH.... Result: 1 (interaction).